The task is: Predict the reactants needed to synthesize the given product.. This data is from Full USPTO retrosynthesis dataset with 1.9M reactions from patents (1976-2016). Given the product [C:29]([C:6]1[CH:7]=[C:8]([O:9][CH3:10])[C:3]([O:2][CH3:1])=[CH:4][C:5]=1[CH:11]([CH2:16][C:17]1[CH:18]=[N:19][C:20]2[C:25]([CH:26]=1)=[C:24]([O:27][CH3:28])[CH:23]=[CH:22][CH:21]=2)[C:12]([O:14][CH3:15])=[O:13])(=[O:31])[CH3:30], predict the reactants needed to synthesize it. The reactants are: [CH3:1][O:2][C:3]1[CH:4]=[C:5]([CH:11]([CH2:16][C:17]2[CH:18]=[N:19][C:20]3[C:25]([CH:26]=2)=[C:24]([O:27][CH3:28])[CH:23]=[CH:22][CH:21]=3)[C:12]([O:14][CH3:15])=[O:13])[CH:6]=[CH:7][C:8]=1[O:9][CH3:10].[C:29](OC(=O)C)(=[O:31])[CH3:30].